From a dataset of Catalyst prediction with 721,799 reactions and 888 catalyst types from USPTO. Predict which catalyst facilitates the given reaction. (1) Reactant: C[O:2][C:3](=[O:38])[C:4]([CH3:37])([CH3:36])[CH2:5][NH:6][C:7]([C:9]1[C:10]([OH:35])=[C:11]2[C:16](=[C:17]([C:19]#[N:20])[N:18]=1)[N:15]([CH2:21][C:22]1[CH:27]=[CH:26][CH:25]=[CH:24][CH:23]=1)[C:14](=[O:28])[C:13]([C:29]1[CH:34]=[CH:33][CH:32]=[CH:31][CH:30]=1)=[CH:12]2)=[O:8].[OH-].[Na+].Cl. Product: [CH2:21]([N:15]1[C:16]2[C:11](=[C:10]([OH:35])[C:9]([C:7]([NH:6][CH2:5][C:4]([CH3:37])([CH3:36])[C:3]([OH:38])=[O:2])=[O:8])=[N:18][C:17]=2[C:19]#[N:20])[CH:12]=[C:13]([C:29]2[CH:30]=[CH:31][CH:32]=[CH:33][CH:34]=2)[C:14]1=[O:28])[C:22]1[CH:27]=[CH:26][CH:25]=[CH:24][CH:23]=1. The catalyst class is: 5. (2) Reactant: [Cl:1][C:2]1[CH:7]=[CH:6][C:5]([C:8]([NH:10][CH2:11][C:12]2[S:16][C:15]([S:17](Cl)(=[O:19])=[O:18])=[CH:14][CH:13]=2)=[O:9])=[CH:4][CH:3]=1.[S:21]1[CH2:25][CH2:24][S:23][CH:22]1[C:26]1[CH:31]=[CH:30][C:29]([C:32]2[S:33][CH:34]=[C:35]([C:37]([NH:39][NH2:40])=[O:38])[N:36]=2)=[CH:28][CH:27]=1.N1C=CC=CC=1. Product: [Cl:1][C:2]1[CH:7]=[CH:6][C:5]([C:8]([NH:10][CH2:11][C:12]2[S:16][C:15]([S:17]([NH:40][NH:39][C:37]([C:35]3[N:36]=[C:32]([C:29]4[CH:28]=[CH:27][C:26]([CH:22]5[S:21][CH2:25][CH2:24][S:23]5)=[CH:31][CH:30]=4)[S:33][CH:34]=3)=[O:38])(=[O:19])=[O:18])=[CH:14][CH:13]=2)=[O:9])=[CH:4][CH:3]=1. The catalyst class is: 22. (3) Reactant: C([O:8][CH2:9][C:10]1[N:14]([C:15]2[CH:20]=[CH:19][CH:18]=[CH:17][C:16]=2[F:21])[C:13]([C:22]2[CH:27]=[CH:26][C:25]([C:28]3[CH:33]=[CH:32][CH:31]=[CH:30][CH:29]=3)=[CH:24][CH:23]=2)=[N:12][N:11]=1)C1C=CC=CC=1.B(Cl)(Cl)Cl.CCCCCC.CO.C(=O)([O-])O.[Na+]. Product: [C:25]1([C:28]2[CH:29]=[CH:30][CH:31]=[CH:32][CH:33]=2)[CH:26]=[CH:27][C:22]([C:13]2[N:14]([C:15]3[CH:20]=[CH:19][CH:18]=[CH:17][C:16]=3[F:21])[C:10]([CH2:9][OH:8])=[N:11][N:12]=2)=[CH:23][CH:24]=1. The catalyst class is: 22. (4) Reactant: [NH2:1][C:2]1[N:3]=[C:4]([NH:17][C:18]2[CH:23]=[CH:22][C:21]([N:24]3[CH2:29][CH2:28][N:27]([CH:30]([CH3:32])[CH3:31])[CH2:26][CH2:25]3)=[CH:20][CH:19]=2)[S:5][C:6]=1[C:7]([C:9]1[CH:14]=[CH:13][CH:12]=[C:11]([O:15][CH3:16])[CH:10]=1)=[O:8].[P:33](=[O:37])([OH:36])([OH:35])[OH:34]. Product: [P:33](=[O:34])([OH:37])([OH:36])[OH:35].[NH2:1][C:2]1[N:3]=[C:4]([NH:17][C:18]2[CH:19]=[CH:20][C:21]([N:24]3[CH2:25][CH2:26][N:27]([CH:30]([CH3:32])[CH3:31])[CH2:28][CH2:29]3)=[CH:22][CH:23]=2)[S:5][C:6]=1[C:7]([C:9]1[CH:14]=[CH:13][CH:12]=[C:11]([O:15][CH3:16])[CH:10]=1)=[O:8]. The catalyst class is: 8. (5) Reactant: [F:1][C:2]1[CH:7]=[CH:6][C:5]([C:8]2[N:9]=[C:10]([CH2:21][OH:22])[N:11](COCC[Si](C)(C)C)[CH:12]=2)=[CH:4][CH:3]=1.Cl. Product: [F:1][C:2]1[CH:3]=[CH:4][C:5]([C:8]2[N:9]=[C:10]([CH2:21][OH:22])[NH:11][CH:12]=2)=[CH:6][CH:7]=1. The catalyst class is: 8. (6) Reactant: [CH:1]1([N:7]2[CH2:11][CH2:10][CH:9]([CH2:12][C:13]3[CH:18]=[CH:17][C:16]([S:19][CH3:20])=[CH:15][CH:14]=3)[C:8]2=[O:21])[CH2:6][CH2:5][CH2:4][CH2:3][CH2:2]1.[O:22]1CCCC1.S([O-])(O)=O.[Na+]. Product: [CH:1]1([N:7]2[CH2:11][CH2:10][CH:9]([CH2:12][C:13]3[CH:14]=[CH:15][C:16]([S:19]([CH3:20])=[O:22])=[CH:17][CH:18]=3)[C:8]2=[O:21])[CH2:2][CH2:3][CH2:4][CH2:5][CH2:6]1. The catalyst class is: 6. (7) Reactant: [ClH:1].[F:2][C:3]1[CH:8]=[C:7]([F:9])[C:6]([C:10]2[CH:11]=[N:12][CH:13]=[C:14]([F:16])[CH:15]=2)=[CH:5][C:4]=1[C@:17]12[CH2:25][O:24][CH2:23][C@H:22]1[CH2:21][S:20][C:19]([NH:26]C(=O)C1C=CC=CC=1)=[N:18]2. Product: [ClH:1].[ClH:1].[F:2][C:3]1[CH:8]=[C:7]([F:9])[C:6]([C:10]2[CH:11]=[N:12][CH:13]=[C:14]([F:16])[CH:15]=2)=[CH:5][C:4]=1[C@:17]12[CH2:25][O:24][CH2:23][C@H:22]1[CH2:21][S:20][C:19]([NH2:26])=[N:18]2. The catalyst class is: 5.